Task: Predict the reaction yield, written as a fraction of the theoretical maximum amount of product (1.0 means a 100% yield; for example, 0.34 means a 34% yield).. Dataset: Reaction yield outcomes from USPTO patents with 853,638 reactions (1) The product is [Br:1][C:2]1[N:7]=[C:6](/[CH:8]=[CH:30]/[CH:31]=[O:32])[CH:5]=[CH:4][CH:3]=1. The reactants are [Br:1][C:2]1[N:7]=[C:6]([C:8](O)=O)[CH:5]=[CH:4][CH:3]=1.C1(P(=[CH:30][CH:31]=[O:32])(C2C=CC=CC=2)C2C=CC=CC=2)C=CC=CC=1. The catalyst is ClCCl. The yield is 0.670. (2) The reactants are [CH3:1][O:2][CH:3]1[C:7]([C:8]([O:10][CH2:11][CH3:12])=[O:9])=[CH:6][CH:5]([O:13][CH3:14])[O:4]1.[H][H]. The catalyst is CO.[Ni]. The product is [CH3:1][O:2][CH:3]1[CH:7]([C:8]([O:10][CH2:11][CH3:12])=[O:9])[CH2:6][CH:5]([O:13][CH3:14])[O:4]1. The yield is 0.910. (3) The reactants are [CH2:1]([NH:13][C:14](=[O:36])[C:15]1[CH:20]=[C:19]([C:21]2[CH:26]=[CH:25][CH:24]=[C:23]([C:27]([F:30])([F:29])[F:28])[CH:22]=2)[C:18]([O:31][CH2:32][CH2:33]Br)=[C:17]([Br:35])[CH:16]=1)[CH2:2][CH2:3][CH2:4][CH2:5][CH2:6][CH2:7][CH2:8][CH2:9][CH2:10][CH2:11][CH3:12].[N-:37]=[N+]=[N-].[Na+].P(OCC)(OCC)OCC. The catalyst is C1C=CC=CC=1.[Br-].C([N+](CCCC)(CCCC)CCCC)CCC. The product is [CH2:1]([NH:13][C:14]([C:15]1[CH:20]=[C:19]([C:21]2[CH:26]=[CH:25][CH:24]=[C:23]([C:27]([F:30])([F:29])[F:28])[CH:22]=2)[C:18]([O:31][CH2:32][CH2:33][NH2:37])=[C:17]([Br:35])[CH:16]=1)=[O:36])[CH2:2][CH2:3][CH2:4][CH2:5][CH2:6][CH2:7][CH2:8][CH2:9][CH2:10][CH2:11][CH3:12]. The yield is 0.570. (4) The reactants are [CH2:1]([NH:8][C:9]([C:11]1[N:16]=[C:15]2[C:17](Br)=[CH:18][N:19]=[CH:20][C:14]2=[N:13][CH:12]=1)=[O:10])[C:2]1[CH:7]=[CH:6][CH:5]=[CH:4][CH:3]=1.[F:22][C:23]([F:34])([F:33])[C:24]1[CH:29]=[CH:28][C:27](B(O)O)=[CH:26][CH:25]=1.C(=O)([O-])[O-].[Cs+].[Cs+].O1CCOCC1. The catalyst is C1(P([C-]2C=CC=C2)C2C=CC=CC=2)C=CC=CC=1.[C-]1(P(C2C=CC=CC=2)C2C=CC=CC=2)C=CC=C1.[Fe+2].[Pd](Cl)Cl.O. The product is [CH2:1]([NH:8][C:9]([C:11]1[N:16]=[C:15]2[C:17]([C:27]3[CH:28]=[CH:29][C:24]([C:23]([F:34])([F:33])[F:22])=[CH:25][CH:26]=3)=[CH:18][N:19]=[CH:20][C:14]2=[N:13][CH:12]=1)=[O:10])[C:2]1[CH:7]=[CH:6][CH:5]=[CH:4][CH:3]=1. The yield is 0.950. (5) The reactants are [NH2:1][C:2]1[CH:15]=[CH:14][C:5]([O:6][C:7]2[N:12]=[CH:11][N:10]=[C:9]([NH2:13])[CH:8]=2)=[CH:4][CH:3]=1.C1([O:22][C:23](=O)[NH:24][C:25]2[CH:30]=[CH:29][CH:28]=[C:27]([S:31]([CH3:34])(=[O:33])=[O:32])[CH:26]=2)C=CC=CC=1.C(OCC)(=O)C.O. The catalyst is CS(C)=O.CO. The product is [NH2:13][C:9]1[N:10]=[CH:11][N:12]=[C:7]([O:6][C:5]2[CH:14]=[CH:15][C:2]([NH:1][C:23]([NH:24][C:25]3[CH:30]=[CH:29][CH:28]=[C:27]([S:31]([CH3:34])(=[O:33])=[O:32])[CH:26]=3)=[O:22])=[CH:3][CH:4]=2)[CH:8]=1. The yield is 0.430.